From a dataset of Reaction yield outcomes from USPTO patents with 853,638 reactions. Predict the reaction yield, written as a fraction of the theoretical maximum amount of product (1.0 means a 100% yield; for example, 0.34 means a 34% yield). (1) The reactants are CN(C=O)C.[N+:6]([C:9]1[CH:10]=[C:11]2[C:15](=[CH:16][CH:17]=1)[NH:14][N:13]=[CH:12]2)([O-:8])=[O:7].C(=O)([O-])[O-].[K+].[K+].[CH2:24](Br)[C:25]1[CH:30]=[CH:29][CH:28]=[CH:27][CH:26]=1. The catalyst is O.C(OCC)(=O)C. The product is [CH2:24]([N:14]1[C:15]2[C:11](=[CH:10][C:9]([N+:6]([O-:8])=[O:7])=[CH:17][CH:16]=2)[CH:12]=[N:13]1)[C:25]1[CH:30]=[CH:29][CH:28]=[CH:27][CH:26]=1. The yield is 0.410. (2) The reactants are [CH:1]12[CH2:8][CH2:7][CH:4]([CH2:5][CH2:6]1)[C:3](=[O:9])[NH:2]2.Br[C:11]1[S:12][CH:13]=[CH:14][N:15]=1.C([O-])([O-])=O.[Cs+].[Cs+].CC1(C)C2C(=C(P(C3C=CC=CC=3)C3C=CC=CC=3)C=CC=2)OC2C(P(C3C=CC=CC=3)C3C=CC=CC=3)=CC=CC1=2. The catalyst is C1C=CC([P]([Pd]([P](C2C=CC=CC=2)(C2C=CC=CC=2)C2C=CC=CC=2)([P](C2C=CC=CC=2)(C2C=CC=CC=2)C2C=CC=CC=2)[P](C2C=CC=CC=2)(C2C=CC=CC=2)C2C=CC=CC=2)(C2C=CC=CC=2)C2C=CC=CC=2)=CC=1.O1CCOCC1. The product is [S:12]1[CH:13]=[CH:14][N:15]=[C:11]1[N:2]1[C:3](=[O:9])[CH:4]2[CH2:7][CH2:8][CH:1]1[CH2:6][CH2:5]2. The yield is 0.600. (3) The reactants are ClC(Cl)(O[C:5](=[O:11])OC(Cl)(Cl)Cl)Cl.[CH3:13][N:14]1[CH:19]2[CH2:20][CH2:21][CH:15]1[CH2:16][CH:17]([O:22][C:23]1[N:28]=[C:27]([N:29]3[CH2:34][CH2:33][O:32][CH2:31][CH2:30]3)[N:26]=[C:25]([C:35]3[CH:40]=[CH:39][C:38]([NH2:41])=[CH:37][CH:36]=3)[N:24]=1)[CH2:18]2.[NH2:42][C:43]1[CH:51]=[CH:50][C:46]([C:47]([NH2:49])=[O:48])=[CH:45][CH:44]=1.CCN(CC)CC. The catalyst is C(Cl)Cl. The product is [CH3:13][N:14]1[CH:15]2[CH2:21][CH2:20][CH:19]1[CH2:18][CH:17]([O:22][C:23]1[N:28]=[C:27]([N:29]3[CH2:30][CH2:31][O:32][CH2:33][CH2:34]3)[N:26]=[C:25]([C:35]3[CH:36]=[CH:37][C:38]([NH:41][C:5](=[O:11])[NH:42][C:43]4[CH:51]=[CH:50][C:46]([C:47]([NH2:49])=[O:48])=[CH:45][CH:44]=4)=[CH:39][CH:40]=3)[N:24]=1)[CH2:16]2. The yield is 0.150. (4) The reactants are [NH2:1][C:2]1[C:3]([NH:19][C:20]2[CH:24]=[C:23]([CH:25]3[CH2:27][CH2:26]3)[NH:22][N:21]=2)=[CH:4][C:5]([NH:8][C@H:9]([C:12]2[CH:17]=[CH:16][C:15]([F:18])=[CH:14][CH:13]=2)[CH2:10][OH:11])=[N:6][CH:7]=1.[C:28](O)(=O)C.C(N)=N.C([O-])(O)=O.[Na+].CCOC(C)=O. The catalyst is CCO. The product is [CH:25]1([C:23]2[NH:22][N:21]=[C:20]([N:19]3[C:3]4[CH:4]=[C:5]([NH:8][C@H:9]([C:12]5[CH:17]=[CH:16][C:15]([F:18])=[CH:14][CH:13]=5)[CH2:10][OH:11])[N:6]=[CH:7][C:2]=4[N:1]=[CH:28]3)[CH:24]=2)[CH2:27][CH2:26]1. The yield is 0.320. (5) The reactants are [Cl:1][C:2]1[CH:9]=[CH:8][C:5]([C:6]#[N:7])=[CH:4][CH:3]=1.[NH2:10][OH:11]. The catalyst is CCO. The product is [Cl:1][C:2]1[CH:9]=[CH:8][C:5]([C:6](=[N:10][OH:11])[NH2:7])=[CH:4][CH:3]=1. The yield is 0.760. (6) The reactants are Cl.[CH3:2][N:3]([C@H:10]([C:14]1[CH:19]=[CH:18][CH:17]=[CH:16][CH:15]=1)[C:11]([OH:13])=[O:12])[C:4]1[CH:9]=[CH:8][CH:7]=[CH:6][CH:5]=1.C1C=CC2N(O)N=NC=2C=1.C1CCC(N=C=NC2CCCCC2)CC1.[N:45]12[CH2:52][CH2:51][CH:48]([CH2:49][CH2:50]1)[C@@H:47](O)[CH2:46]2. The catalyst is O1CCOCC1. The product is [N:45]12[CH2:52][CH2:51][CH:48]([CH2:49][CH2:50]1)[C@@H:47]([O:12][C:11](=[O:13])[CH:10]([N:3]([CH3:2])[C:4]1[CH:5]=[CH:6][CH:7]=[CH:8][CH:9]=1)[C:14]1[CH:19]=[CH:18][CH:17]=[CH:16][CH:15]=1)[CH2:46]2. The yield is 0.380.